This data is from hERG Central: cardiac toxicity at 1µM, 10µM, and general inhibition. The task is: Predict hERG channel inhibition at various concentrations. (1) The compound is Cc1cc(Cl)c(OCCCNC2CCCC2)c(Br)c1.O=C(O)C(=O)O. Results: hERG_inhib (hERG inhibition (general)): blocker. (2) The molecule is CC(C)NCc1cc(Br)ccc1OCc1ccccc1.Cl. Results: hERG_inhib (hERG inhibition (general)): blocker. (3) The drug is COC(=O)c1sccc1NC(=O)Nc1cc(OC)ccc1OC. Results: hERG_inhib (hERG inhibition (general)): blocker. (4) The molecule is c1ccc(-n2nnnc2Oc2ccc(-n3ccnc3)cc2)cc1. Results: hERG_inhib (hERG inhibition (general)): blocker.